This data is from Reaction yield outcomes from USPTO patents with 853,638 reactions. The task is: Predict the reaction yield, written as a fraction of the theoretical maximum amount of product (1.0 means a 100% yield; for example, 0.34 means a 34% yield). (1) The reactants are [C:1]([O:4][CH:5]1[CH:10]([CH3:11])[CH2:9][C:8]([C:12]2[CH:17]=[CH:16][N:15]=[CH:14][C:13]=2[N+:18]([O-])=O)=[CH:7][CH:6]1[NH:21][C:22]([O:24][C:25]([CH3:28])([CH3:27])[CH3:26])=[O:23])(=[O:3])[CH3:2]. The catalyst is CO.CCOC(C)=O.[Pd]. The product is [C:1]([O:4][CH:5]1[CH:10]([CH3:11])[CH2:9][CH:8]([C:12]2[CH:17]=[CH:16][N:15]=[CH:14][C:13]=2[NH2:18])[CH2:7][CH:6]1[NH:21][C:22]([O:24][C:25]([CH3:26])([CH3:28])[CH3:27])=[O:23])(=[O:3])[CH3:2]. The yield is 0.590. (2) The reactants are [Cl:1][C:2]1[CH:7]=[CH:6][C:5]([C:8]2[CH:13]=[CH:12][N:11]3[C:14](=[O:17])[NH:15][N:16]=[C:10]3[C:9]=2[C:18]2[CH:23]=[CH:22][N:21]=[CH:20][CH:19]=2)=[CH:4][CH:3]=1.[Cl:24][C:25]1[C:30]([CH2:31]Cl)=[CH:29][CH:28]=[C:27]([C:33]([F:36])([F:35])[F:34])[N:26]=1.C([O-])([O-])=O.[K+].[K+]. The catalyst is CN(C=O)C. The product is [Cl:24][C:25]1[C:30]([CH2:31][N:15]2[C:14](=[O:17])[N:11]3[CH:12]=[CH:13][C:8]([C:5]4[CH:6]=[CH:7][C:2]([Cl:1])=[CH:3][CH:4]=4)=[C:9]([C:18]4[CH:19]=[CH:20][N:21]=[CH:22][CH:23]=4)[C:10]3=[N:16]2)=[CH:29][CH:28]=[C:27]([C:33]([F:34])([F:35])[F:36])[N:26]=1. The yield is 0.810. (3) The reactants are [CH3:1][O:2][C:3]([C:5]1([CH2:10][CH2:11][CH:12]=C)[CH2:9][CH2:8][CH2:7][CH2:6]1)=[O:4].I([O-])(=O)(=O)=[O:15].[Na+]. The catalyst is C(O)(C)C.[Os](=O)(=O)(=O)=O. The product is [CH3:1][O:2][C:3]([C:5]1([CH2:10][CH2:11][CH:12]=[O:15])[CH2:9][CH2:8][CH2:7][CH2:6]1)=[O:4]. The yield is 0.570. (4) The reactants are [C:1]([O:5][C:6](=[O:35])[CH2:7][C@H:8]([NH:16][S:17]([C:20]1[CH:25]=[CH:24][C:23]([NH2:26])=[CH:22][C:21]=1[O:27][CH2:28][C:29]1[CH:34]=[CH:33][CH:32]=[CH:31][CH:30]=1)(=[O:19])=[O:18])[CH:9]([O:13][CH2:14][CH3:15])[O:10][CH2:11][CH3:12])([CH3:4])([CH3:3])[CH3:2].C(N1CC[O:41][CH2:40][CH2:39]1)C.C(Cl)(=O)C. The catalyst is ClCCl. The product is [C:1]([O:5][C:6](=[O:35])[CH2:7][C@H:8]([NH:16][S:17]([C:20]1[CH:25]=[CH:24][C:23]([NH:26][C:40](=[O:41])[CH3:39])=[CH:22][C:21]=1[O:27][CH2:28][C:29]1[CH:34]=[CH:33][CH:32]=[CH:31][CH:30]=1)(=[O:19])=[O:18])[CH:9]([O:10][CH2:11][CH3:12])[O:13][CH2:14][CH3:15])([CH3:3])([CH3:4])[CH3:2]. The yield is 1.00. (5) The reactants are [Cl:1][C:2]1[N:11]=[CH:10][C:9]2[N:8]([CH:12]3[CH2:17][CH2:16][S:15][CH2:14][CH2:13]3)[C:7](=[O:18])[CH:6]3[CH2:19][O:20][CH2:21][CH2:22][N:5]3[C:4]=2[N:3]=1.IC.[CH3:25]C([O-])(C)C.[Na+]. The catalyst is CS(C)=O. The product is [Cl:1][C:2]1[N:11]=[CH:10][C:9]2[N:8]([CH:12]3[CH2:13][CH2:14][S:15][CH2:16][CH2:17]3)[C:7](=[O:18])[C:6]3([CH3:25])[CH2:19][O:20][CH2:21][CH2:22][N:5]3[C:4]=2[N:3]=1. The yield is 0.110. (6) The reactants are Cl.[Cl:2][C:3]1[CH:8]=[CH:7][N:6]=[C:5]([C:9]([O:11]C)=O)[CH:4]=1.[Cl-].[NH4+:14].CCOC(C)=O.O. The catalyst is N. The product is [Cl:2][C:3]1[CH:8]=[CH:7][N:6]=[C:5]([C:9]([NH2:14])=[O:11])[CH:4]=1. The yield is 0.803.